From a dataset of Full USPTO retrosynthesis dataset with 1.9M reactions from patents (1976-2016). Predict the reactants needed to synthesize the given product. (1) Given the product [OH:37][NH:28][C:17](=[O:18])[CH2:16][CH2:15][CH2:14][CH2:13][CH2:12][NH:11][C:10]([NH:9][C:1](=[O:8])[C:2]1[CH:7]=[CH:6][CH:5]=[CH:4][CH:3]=1)=[O:20], predict the reactants needed to synthesize it. The reactants are: [C:1]([NH:9][C:10](=[O:20])[NH:11][CH2:12][CH2:13][CH2:14][CH2:15][CH2:16][C:17](O)=[O:18])(=[O:8])[C:2]1[CH:7]=[CH:6][CH:5]=[CH:4][CH:3]=1.F[P-](F)(F)(F)(F)F.[N:28]1([O:37][P+](N(C)C)(N(C)C)N(C)C)C2C=CC=CC=2N=N1.C(N(CC)C(C)C)(C)C.NO.Cl. (2) Given the product [CH3:1][O:2][C:3]1[CH:4]=[CH:5][C:6]([CH2:7][N:8]2[C:12]3=[N:13][CH:14]=[CH:15][C:16]([O:17][C:21]4[CH:26]=[CH:25][C:24]([N+:27]([O-:29])=[O:28])=[CH:23][C:22]=4[F:30])=[C:11]3[CH:10]=[N:9]2)=[CH:18][CH:19]=1, predict the reactants needed to synthesize it. The reactants are: [CH3:1][O:2][C:3]1[CH:19]=[CH:18][C:6]([CH2:7][N:8]2[C:12]3[N:13]=[CH:14][CH:15]=[C:16]([OH:17])[C:11]=3[CH:10]=[N:9]2)=[CH:5][CH:4]=1.F[C:21]1[CH:26]=[CH:25][C:24]([N+:27]([O-:29])=[O:28])=[CH:23][C:22]=1[F:30]. (3) The reactants are: C1(C[O:8][C:9]2[N:14]=[CH:13][C:12]([NH:15][C:16](=[O:18])[CH3:17])=[CH:11][CH:10]=2)C=CC=CC=1. Given the product [OH:8][C:9]1[N:14]=[CH:13][C:12]([NH:15][C:16](=[O:18])[CH3:17])=[CH:11][CH:10]=1, predict the reactants needed to synthesize it. (4) Given the product [OH:1][CH:2]([CH3:6])[C:3]([O:5][CH2:9][C:8]#[CH:7])=[O:4], predict the reactants needed to synthesize it. The reactants are: [OH:1][CH:2]([CH3:6])[C:3]([OH:5])=[O:4].[CH2:7](O)[C:8]#[CH:9].S(=O)(=O)(O)O.C([O-])(=O)C.[Na+]. (5) Given the product [O:8]1[CH2:9][CH2:10][CH2:11][CH2:12][CH:13]1[N:20]1[C:19]([C:17]([O:16][CH2:14][CH3:15])=[O:18])=[CH:23][C:22]([C:24]([O:26][CH2:27][CH3:28])=[O:25])=[N:21]1, predict the reactants needed to synthesize it. The reactants are: FC(F)(F)C(O)=O.[O:8]1[CH:13]=[CH:12][CH2:11][CH2:10][CH2:9]1.[CH2:14]([O:16][C:17]([C:19]1[CH:23]=[C:22]([C:24]([O:26][CH2:27][CH3:28])=[O:25])[NH:21][N:20]=1)=[O:18])[CH3:15].C([O-])(O)=O.[Na+]. (6) The reactants are: [CH2:1]([O:3][C:4]([C:6]1([CH2:9][NH2:10])[CH2:8][CH2:7]1)=[O:5])[CH3:2].[C:11]1(=O)[CH2:16][CH2:15][CH2:14][CH2:13][CH2:12]1.C([O-])(=O)C.[Na+].C(O[BH-](OC(=O)C)OC(=O)C)(=O)C.[Na+]. Given the product [CH2:1]([O:3][C:4]([C:6]1([CH2:9][NH:10][CH:11]2[CH2:16][CH2:15][CH2:14][CH2:13][CH2:12]2)[CH2:8][CH2:7]1)=[O:5])[CH3:2], predict the reactants needed to synthesize it. (7) Given the product [Br:1][C:2]1[CH:3]=[C:4]2[C:9](=[CH:10][CH:11]=1)[N:8]([CH2:12][CH2:13][NH:24][CH2:22][CH3:23])[CH2:7][CH2:6][CH2:5]2, predict the reactants needed to synthesize it. The reactants are: [Br:1][C:2]1[CH:3]=[C:4]2[C:9](=[CH:10][CH:11]=1)[N:8]([CH2:12][CH2:13]I)[CH2:7][CH2:6][CH2:5]2.C(=O)([O-])[O-].[K+].[K+].Cl.[CH2:22]([NH2:24])[CH3:23]. (8) Given the product [C:24]([O:23][C:21](=[O:22])[NH:20][CH2:19][CH2:18][CH2:17][CH2:16][C:13]1[CH:12]=[CH:11][C:10]([O:9][CH2:8][CH2:7][NH:6][CH2:5][C:4](=[O:28])[NH2:29])=[CH:15][CH:14]=1)([CH3:25])([CH3:26])[CH3:27], predict the reactants needed to synthesize it. The reactants are: C(O[C:4](=[O:28])[CH2:5][NH:6][CH2:7][CH2:8][O:9][C:10]1[CH:15]=[CH:14][C:13]([CH2:16][CH2:17][CH2:18][CH2:19][NH:20][C:21]([O:23][C:24]([CH3:27])([CH3:26])[CH3:25])=[O:22])=[CH:12][CH:11]=1)C.[NH3:29]. (9) Given the product [Cl:1][C:2]1[CH:7]=[CH:6][C:5]([C:8]2[N:9]([C:18]3[CH:23]=[CH:22][CH:21]=[CH:20][C:19]=3[Cl:24])[N:10]=[C:11]3[C:16](=[O:17])[N:15]([CH2:26][C:27]([F:30])([F:29])[F:28])[CH:14]=[N:13][C:12]=23)=[CH:4][CH:3]=1, predict the reactants needed to synthesize it. The reactants are: [Cl:1][C:2]1[CH:7]=[CH:6][C:5]([C:8]2[N:9]([C:18]3[CH:23]=[CH:22][CH:21]=[CH:20][C:19]=3[Cl:24])[N:10]=[C:11]3[C:16]([OH:17])=[N:15][CH:14]=[N:13][C:12]=23)=[CH:4][CH:3]=1.I[CH2:26][C:27]([F:30])([F:29])[F:28].C([O-])([O-])=O.[Cs+].[Cs+].